Dataset: Reaction yield outcomes from USPTO patents with 853,638 reactions. Task: Predict the reaction yield, written as a fraction of the theoretical maximum amount of product (1.0 means a 100% yield; for example, 0.34 means a 34% yield). (1) The reactants are [F:1][C:2]1[N:3]=[C:4]([C:22]2[CH:23]=[N:24][CH:25]=[C:26]([F:28])[CH:27]=2)[S:5][C:6]=1[N:7](C(OC(C)(C)C)=O)[C:8]([O:10][C:11]([CH3:14])([CH3:13])[CH3:12])=[O:9].FC(F)(F)C(O)=O. The catalyst is ClCCl. The product is [C:11]([O:10][C:8](=[O:9])[NH:7][C:6]1[S:5][C:4]([C:22]2[CH:23]=[N:24][CH:25]=[C:26]([F:28])[CH:27]=2)=[N:3][C:2]=1[F:1])([CH3:14])([CH3:12])[CH3:13]. The yield is 0.680. (2) The reactants are [C:1]1([C@@H:7]2[CH2:11][C@H:10]([NH2:12])[CH:9]=[CH:8]2)[CH:6]=[CH:5][CH:4]=[CH:3][CH:2]=1.C(N(C(C)C)CC)(C)C.O=C1CCC(=O)N1[O:29][C:30]([NH:32][C:33]1[CH:41]=[CH:40][CH:39]=[C:38]2[C:34]=1[CH:35]=[N:36][N:37]2C(OC)=O)=O.C(=O)(OC)N.[OH-].[Na+]. The catalyst is O.CO.CN(C=O)C. The product is [NH:37]1[C:38]2[C:34](=[C:33]([NH:32][C:30]([NH:12][C@H:10]3[CH2:11][C@@H:7]([C:1]4[CH:6]=[CH:5][CH:4]=[CH:3][CH:2]=4)[CH:8]=[CH:9]3)=[O:29])[CH:41]=[CH:40][CH:39]=2)[CH:35]=[N:36]1. The yield is 0.710. (3) The reactants are [CH2:1]([C:3](=[CH:6][CH2:7][C:8]1[C:9]([O:21][CH2:22][CH2:23][Si:24]([CH3:27])([CH3:26])[CH3:25])=[C:10]2[C:14](=[C:15]([CH3:19])[C:16]=1[O:17][CH3:18])[CH2:13][O:12][C:11]2=[O:20])[CH:4]=[O:5])[CH3:2].[Li+].[BH4-]. The catalyst is CO.C1COCC1. The product is [OH:5][CH2:4][C:3]([CH2:1][CH3:2])=[CH:6][CH2:7][C:8]1[C:9]([O:21][CH2:22][CH2:23][Si:24]([CH3:25])([CH3:27])[CH3:26])=[C:10]2[C:14]([CH2:13][O:12][C:11]2=[O:20])=[C:15]([CH3:19])[C:16]=1[O:17][CH3:18]. The yield is 0.730. (4) The reactants are [CH2:1]([O:3][C:4](=[O:11])[CH2:5][C@H:6]([OH:10])[CH2:7][C:8]#[N:9])[CH3:2].[CH3:12]C(=O)OCC. The catalyst is IC.[Ag]=O. The product is [CH2:1]([O:3][C:4](=[O:11])[CH2:5][CH:6]([O:10][CH3:12])[CH2:7][C:8]#[N:9])[CH3:2]. The yield is 0.631. (5) The reactants are [CH2:1]([N:8]1[C@H:13]([CH3:14])[CH2:12][N:11]([C@H:15]([C:23]2[CH:35]=[CH:34][C:26]([C:27]([N:29]([CH2:32][CH3:33])[CH2:30][CH3:31])=[O:28])=[CH:25][CH:24]=2)[C:16]2[CH:21]=[CH:20][CH:19]=[C:18]([OH:22])[CH:17]=2)[C@@H:10]([CH3:36])[CH2:9]1)[C:2]1[CH:7]=[CH:6][CH:5]=[CH:4][CH:3]=1.I[CH2:38][C:39]([O:41]CC)=[O:40]. No catalyst specified. The product is [CH2:1]([N:8]1[C@H:13]([CH3:14])[CH2:12][N:11]([C@@H:15]([C:16]2[CH:17]=[C:18]([CH:19]=[CH:20][CH:21]=2)[O:22][CH2:38][C:39]([OH:41])=[O:40])[C:23]2[CH:24]=[CH:25][C:26]([C:27]([N:29]([CH2:32][CH3:33])[CH2:30][CH3:31])=[O:28])=[CH:34][CH:35]=2)[C@@H:10]([CH3:36])[CH2:9]1)[C:2]1[CH:3]=[CH:4][CH:5]=[CH:6][CH:7]=1. The yield is 0.846. (6) The reactants are [C:1]([C:3]1[CH:4]=[C:5]([CH:10]=[C:11]([O:13][CH2:14][CH2:15][CH3:16])[CH:12]=1)[C:6]([O:8]C)=[O:7])#[N:2].[OH-].[Li+]. The catalyst is CO.O1CCCC1. The product is [C:1]([C:3]1[CH:4]=[C:5]([CH:10]=[C:11]([O:13][CH2:14][CH2:15][CH3:16])[CH:12]=1)[C:6]([OH:8])=[O:7])#[N:2]. The yield is 0.860.